Predict the reactants needed to synthesize the given product. From a dataset of Full USPTO retrosynthesis dataset with 1.9M reactions from patents (1976-2016). (1) Given the product [N:14]1([C:4]2([CH2:1][CH:2]=[O:19])[CH2:13][C:8]3([CH2:12][CH2:11][CH2:10][CH2:9]3)[O:7][CH2:6][CH2:5]2)[CH:18]=[CH:17][CH:16]=[N:15]1, predict the reactants needed to synthesize it. The reactants are: [CH2:1]([C:4]1([N:14]2[CH:18]=[CH:17][CH:16]=[N:15]2)[CH2:13][C:8]2([CH2:12][CH2:11][CH2:10][CH2:9]2)[O:7][CH2:6][CH2:5]1)[CH:2]=C.[O:19]=[O+][O-].C1C=CC(P(C2C=CC=CC=2)C2C=CC=CC=2)=CC=1. (2) Given the product [CH3:20][NH:21][CH2:2][CH2:3][CH2:4][O:5][C:6]1[CH:11]=[N:10][CH:9]=[C:8]([O:12][CH2:13][C:14]2[CH:19]=[CH:18][CH:17]=[CH:16][CH:15]=2)[CH:7]=1, predict the reactants needed to synthesize it. The reactants are: Cl[CH2:2][CH2:3][CH2:4][O:5][C:6]1[CH:7]=[C:8]([O:12][CH2:13][C:14]2[CH:19]=[CH:18][CH:17]=[CH:16][CH:15]=2)[CH:9]=[N:10][CH:11]=1.[CH3:20][NH2:21].